From a dataset of Reaction yield outcomes from USPTO patents with 853,638 reactions. Predict the reaction yield, written as a fraction of the theoretical maximum amount of product (1.0 means a 100% yield; for example, 0.34 means a 34% yield). (1) The reactants are [F:1][C:2]1[CH:11]=[C:10]2[C:5]([CH:6]=[CH:7][C:8]([CH3:12])=[N:9]2)=[CH:4][CH:3]=1.[O:13]1CCOCC1. The catalyst is CO. The product is [F:1][C:2]1[CH:11]=[C:10]2[C:5]([CH:6]=[CH:7][C:8]([CH:12]=[O:13])=[N:9]2)=[CH:4][CH:3]=1. The yield is 0.510. (2) The reactants are [N+:1]([C:4]1[N:5]=[CH:6][N:7]([CH:9]2[CH2:12][CH:11]([OH:13])[CH2:10]2)[CH:8]=1)([O-:3])=[O:2].CCN(CC)CC.[C:21]1([CH3:31])[CH:26]=[CH:25][C:24]([S:27](Cl)(=[O:29])=[O:28])=[CH:23][CH:22]=1. The catalyst is C(Cl)Cl. The product is [N+:1]([C:4]1[N:5]=[CH:6][N:7]([C@H:9]2[CH2:10][C@H:11]([O:13][S:27]([C:24]3[CH:25]=[CH:26][C:21]([CH3:31])=[CH:22][CH:23]=3)(=[O:29])=[O:28])[CH2:12]2)[CH:8]=1)([O-:3])=[O:2]. The yield is 0.370. (3) The reactants are [OH:1][CH:2]([CH3:14])[CH:3]([NH:5][C:6]1[S:7][CH:8]=[C:9]([C:11]([OH:13])=O)[N:10]=1)[CH3:4].[NH2:15][C@H:16]([CH3:32])[CH2:17][N:18]1[CH:22]=[CH:21][C:20]([C:23]2[CH:30]=[CH:29][C:26]([C:27]#[N:28])=[C:25]([Cl:31])[CH:24]=2)=[N:19]1. No catalyst specified. The product is [Cl:31][C:25]1[CH:24]=[C:23]([C:20]2[CH:21]=[CH:22][N:18]([CH2:17][C@H:16]([NH:15][C:11]([C:9]3[N:10]=[C:6]([NH:5][CH:3]([CH:2]([OH:1])[CH3:14])[CH3:4])[S:7][CH:8]=3)=[O:13])[CH3:32])[N:19]=2)[CH:30]=[CH:29][C:26]=1[C:27]#[N:28]. The yield is 0.144.